Dataset: Reaction yield outcomes from USPTO patents with 853,638 reactions. Task: Predict the reaction yield, written as a fraction of the theoretical maximum amount of product (1.0 means a 100% yield; for example, 0.34 means a 34% yield). The reactants are [NH2:1][C:2]1[CH:3]=[C:4]([NH:8][C:9](=[O:11])[CH3:10])[CH:5]=[CH:6][CH:7]=1.[C:12]([O:16][C:17]([N:19]1[CH2:24][CH2:23][C:22](=O)[CH2:21][CH2:20]1)=[O:18])([CH3:15])([CH3:14])[CH3:13].C([BH3-])#N.[Na+]. The catalyst is C(O)(C)C. The product is [C:12]([O:16][C:17]([N:19]1[CH2:24][CH2:23][CH:22]([NH:1][C:2]2[CH:7]=[CH:6][CH:5]=[C:4]([NH:8][C:9](=[O:11])[CH3:10])[CH:3]=2)[CH2:21][CH2:20]1)=[O:18])([CH3:15])([CH3:13])[CH3:14]. The yield is 0.490.